Predict which catalyst facilitates the given reaction. From a dataset of Catalyst prediction with 721,799 reactions and 888 catalyst types from USPTO. (1) Reactant: CCN(S(F)(F)[F:7])CC.[CH3:10][O:11][C:12]1[CH:13]=[C:14]([CH:36]=[CH:37][C:38]=1[O:39][CH3:40])[CH2:15][N:16]1[C:25](=[O:26])[C:24]2[C:19](=[CH:20][CH:21]=[C:22]([CH2:27]O)[CH:23]=2)[N:18]([CH:29]2[CH2:34][CH2:33][O:32][CH2:31][CH2:30]2)[C:17]1=[O:35].C([O-])(O)=O.[Na+]. Product: [CH3:10][O:11][C:12]1[CH:13]=[C:14]([CH:36]=[CH:37][C:38]=1[O:39][CH3:40])[CH2:15][N:16]1[C:25](=[O:26])[C:24]2[C:19](=[CH:20][CH:21]=[C:22]([CH2:27][F:7])[CH:23]=2)[N:18]([CH:29]2[CH2:34][CH2:33][O:32][CH2:31][CH2:30]2)[C:17]1=[O:35]. The catalyst class is: 2. (2) The catalyst class is: 12. Reactant: [OH:1][CH:2]([C@@H:11]1[CH2:16][CH2:15][C@H:14]([CH2:17][NH:18]C(=O)OC(C)(C)C)[CH2:13][CH2:12]1)[CH2:3][CH2:4][C:5]1[CH:10]=[CH:9][CH:8]=[CH:7][CH:6]=1.Cl.[OH-].[Na+]. Product: [NH2:18][CH2:17][C@@H:14]1[CH2:13][CH2:12][C@H:11]([CH:2]([OH:1])[CH2:3][CH2:4][C:5]2[CH:6]=[CH:7][CH:8]=[CH:9][CH:10]=2)[CH2:16][CH2:15]1. (3) The catalyst class is: 2. Product: [CH3:21][S:18]([NH:17][CH2:16][CH2:15][C:10]1[CH:9]=[CH:8][C:7]2[C:12](=[CH:13][CH:14]=[C:5]([O:4][CH2:3][CH2:2][NH:1][S:35]([C:29]3[CH:34]=[CH:33][CH:32]=[CH:31][CH:30]=3)(=[O:37])=[O:36])[CH:6]=2)[CH:11]=1)(=[O:20])=[O:19]. Reactant: [NH2:1][CH2:2][CH2:3][O:4][C:5]1[CH:6]=[C:7]2[C:12](=[CH:13][CH:14]=1)[CH:11]=[C:10]([CH2:15][CH2:16][NH:17][S:18]([CH3:21])(=[O:20])=[O:19])[CH:9]=[CH:8]2.C(N(CC)CC)C.[C:29]1([S:35](Cl)(=[O:37])=[O:36])[CH:34]=[CH:33][CH:32]=[CH:31][CH:30]=1.